The task is: Predict the product of the given reaction.. This data is from Forward reaction prediction with 1.9M reactions from USPTO patents (1976-2016). (1) Given the reactants [C:1]([O:5][C:6](=[O:17])[C:7]1[C:12]([F:13])=[CH:11][CH:10]=[C:9]([OH:14])[C:8]=1[O:15][CH3:16])([CH3:4])([CH3:3])[CH3:2].C(N(CC)CC)C.[F:25][C:26]([F:45])([F:44])[S:27](N([S:27]([C:26]([F:45])([F:44])[F:25])(=[O:29])=[O:28])C1C=CC=CC=1)(=[O:29])=[O:28], predict the reaction product. The product is: [C:1]([O:5][C:6](=[O:17])[C:7]1[C:12]([F:13])=[CH:11][CH:10]=[C:9]([O:14][S:27]([C:26]([F:45])([F:44])[F:25])(=[O:29])=[O:28])[C:8]=1[O:15][CH3:16])([CH3:4])([CH3:3])[CH3:2]. (2) Given the reactants CC(C)([O-])C.[Na+].C[O:8][C:9](=O)[CH:10]=[CH:11][C:12](=[C:18]([NH2:22])[CH:19]([CH3:21])[CH3:20])[C:13]([O:15][CH2:16][CH3:17])=[O:14].CCCCCC.C(OCC)C, predict the reaction product. The product is: [CH2:16]([O:15][C:13](=[O:14])[C:12]1[CH:11]=[CH:10][C:9]([OH:8])=[N:22][C:18]=1[CH:19]([CH3:21])[CH3:20])[CH3:17]. (3) Given the reactants [Cl:1][C:2]1[CH:3]=[C:4]([CH:23]=[CH:24][C:25]=1[O:26][CH3:27])[CH2:5][NH:6][C:7]1[C:12]([C:13]([OH:15])=O)=[CH:11][N:10]=[C:9]([N:16]2[CH2:20][CH2:19][CH2:18][C@H:17]2[CH2:21][OH:22])[N:8]=1.CN(C(ON1N=NC2C=CC=NC1=2)=[N+](C)C)C.F[P-](F)(F)(F)(F)F.CCN(C(C)C)C(C)C.[NH2:61][C@H:62]1[CH2:67][CH2:66][C@H:65]([OH:68])[CH2:64][CH2:63]1, predict the reaction product. The product is: [OH:68][C@H:65]1[CH2:66][CH2:67][C@H:62]([NH:61][C:13]([C:12]2[C:7]([NH:6][CH2:5][C:4]3[CH:23]=[CH:24][C:25]([O:26][CH3:27])=[C:2]([Cl:1])[CH:3]=3)=[N:8][C:9]([N:16]3[CH2:20][CH2:19][CH2:18][C@H:17]3[CH2:21][OH:22])=[N:10][CH:11]=2)=[O:15])[CH2:63][CH2:64]1. (4) Given the reactants [F:1][C:2]1[CH:3]=[C:4]([CH2:11]O)[CH:5]=[C:6]([F:10])[C:7]=1[S:8][CH3:9].[Br-:13].FC1C=C(C=C(F)C=1SC)C=O, predict the reaction product. The product is: [Br:13][CH2:11][C:4]1[CH:5]=[C:6]([F:10])[C:7]([S:8][CH3:9])=[C:2]([F:1])[CH:3]=1. (5) Given the reactants C([O:3][C:4](=[O:24])[CH2:5][CH:6]1[O:10][B:9]([OH:11])[C:8]2[CH:12]=[C:13]([O:17][C:18]3[S:19][C:20]([NH2:23])=[N:21][N:22]=3)[CH:14]=[C:15]([CH3:16])[C:7]1=2)C.[Li+].[OH-].Cl, predict the reaction product. The product is: [NH2:23][C:20]1[S:19][C:18]([O:17][C:13]2[CH:14]=[C:15]([CH3:16])[C:7]3[CH:6]([CH2:5][C:4]([OH:24])=[O:3])[O:10][B:9]([OH:11])[C:8]=3[CH:12]=2)=[N:22][N:21]=1. (6) The product is: [NH2:52][CH2:51][C:49]1([CH2:14][NH:15][C:16]2[C:25]3[C:20](=[CH:21][CH:22]=[CH:23][CH:24]=3)[N:19]=[C:18]([N:27]3[CH2:33][C:32]4[CH:34]=[CH:35][CH:36]=[CH:37][C:31]=4[S:30](=[O:38])(=[O:39])[CH2:29][CH2:28]3)[CH:17]=2)[CH2:50][O:47][CH2:48]1. Given the reactants C(N(CC1C=CC=CC=1)C1([CH2:14][NH:15][C:16]2[C:25]3[C:20](=[CH:21][CH:22]=[C:23](C)[CH:24]=3)[N:19]=[C:18]([N:27]3[CH2:33][C:32]4[CH:34]=[CH:35][CH:36]=[CH:37][C:31]=4[S:30](=[O:39])(=[O:38])[CH2:29][CH2:28]3)[CH:17]=2)CCOC1)C1C=CC=CC=1.[O:47]1[CH2:50][C:49](CN)([CH2:51][NH2:52])[CH2:48]1, predict the reaction product. (7) Given the reactants [F:1][C:2]([F:27])([F:26])[C:3]1[CH:4]=[C:5]([NH:9][C:10](=[O:25])[CH2:11][C:12]([NH:14][C:15]2[CH:20]=[CH:19][CH:18]=[C:17]([C:21]([F:24])([F:23])[F:22])[CH:16]=2)=[O:13])[CH:6]=[CH:7][CH:8]=1.[O:28]1[C:33]2[CH:34]=[CH:35][C:36]([CH:38]=O)=[CH:37][C:32]=2[O:31][CH2:30][CH2:29]1, predict the reaction product. The product is: [F:1][C:2]([F:26])([F:27])[C:3]1[CH:4]=[C:5]([NH:9][C:10](=[O:25])[C:11](=[CH:38][C:36]2[CH:35]=[CH:34][C:33]3[O:28][CH2:29][CH2:30][O:31][C:32]=3[CH:37]=2)[C:12]([NH:14][C:15]2[CH:20]=[CH:19][CH:18]=[C:17]([C:21]([F:24])([F:23])[F:22])[CH:16]=2)=[O:13])[CH:6]=[CH:7][CH:8]=1.